This data is from Forward reaction prediction with 1.9M reactions from USPTO patents (1976-2016). The task is: Predict the product of the given reaction. (1) Given the reactants O[CH:2]=[C:3]1[C:11]2[C:6](=[CH:7][C:8]([C:12]([C:14]3[CH:19]=[CH:18][C:17]([NH:20][C:21]([C:23]4[S:24][C:25]([C:28](=[O:30])[CH3:29])=[CH:26][CH:27]=4)=[O:22])=[CH:16][CH:15]=3)=[O:13])=[CH:9][CH:10]=2)[NH:5][C:4]1=[O:31].[NH2:32][C:33]1[CH:34]=[CH:35][C:36]([O:40][CH3:41])=[C:37]([OH:39])[CH:38]=1, predict the reaction product. The product is: [OH:39][C:37]1[CH:38]=[C:33]([NH:32][CH:2]=[C:3]2[C:11]3[C:6](=[CH:7][C:8]([C:12]([C:14]4[CH:15]=[CH:16][C:17]([NH:20][C:21]([C:23]5[S:24][C:25]([C:28](=[O:30])[CH3:29])=[CH:26][CH:27]=5)=[O:22])=[CH:18][CH:19]=4)=[O:13])=[CH:9][CH:10]=3)[NH:5][C:4]2=[O:31])[CH:34]=[CH:35][C:36]=1[O:40][CH3:41]. (2) The product is: [Cl:1][C:2]1[CH:9]=[CH:8][C:5]([C:6](=[O:7])[CH:6]([C:5]2[CH:8]=[CH:9][C:2]([Cl:1])=[CH:3][CH:4]=2)[OH:13])=[CH:4][CH:3]=1. Given the reactants [Cl:1][C:2]1[CH:9]=[CH:8][C:5]([CH:6]=[O:7])=[CH:4][CH:3]=1.[C-]#N.[K+].[OH2:13], predict the reaction product. (3) The product is: [F:1][C:2]1[C:3]([F:12])=[CH:4][C:5]([OH:10])=[C:6]([O:8][CH3:9])[CH:7]=1. Given the reactants [F:1][C:2]1[CH:7]=[C:6]([O:8][CH3:9])[C:5]([O:10]C)=[CH:4][C:3]=1[F:12].[Cl-].[Al+3].[Cl-].[Cl-].C(OCC)C, predict the reaction product. (4) Given the reactants [ClH:1].Cl.Br[C:4]1[S:8][C:7]([CH:9]([C:17]2([OH:23])[CH2:22][CH2:21][CH2:20][CH2:19][CH2:18]2)[CH2:10][N:11]2[CH2:16][CH2:15][NH:14][CH2:13][CH2:12]2)=[CH:6][CH:5]=1.BrC1SC(C(C2(O)CCCCC2)C(N2CCN(C(OC(C)(C)C)=O)CC2)=O)=CC=1.Cl, predict the reaction product. The product is: [ClH:1].[ClH:1].[Cl:1][C:4]1[S:8][C:7]([CH:9]([C:17]2([OH:23])[CH2:22][CH2:21][CH2:20][CH2:19][CH2:18]2)[CH2:10][N:11]2[CH2:16][CH2:15][NH:14][CH2:13][CH2:12]2)=[CH:6][CH:5]=1. (5) Given the reactants [F:1][C:2]([F:19])([F:18])[S:3]([C:6]1[CH:7]=[C:8]([C:12]2[CH:17]=[CH:16][N:15]=[CH:14][CH:13]=2)[CH:9]=[CH:10][CH:11]=1)(=[O:5])=[O:4].I[CH2:21][CH2:22][CH3:23], predict the reaction product. The product is: [CH2:21]([N:15]1[CH2:14][CH:13]=[C:12]([C:8]2[CH:9]=[CH:10][CH:11]=[C:6]([S:3]([C:2]([F:1])([F:18])[F:19])(=[O:5])=[O:4])[CH:7]=2)[CH2:17][CH2:16]1)[CH2:22][CH3:23]. (6) Given the reactants Cl[C:2]1[C:11]2[C:6](=[CH:7][C:8]([S:12]([N:15]([CH2:21][C:22]3[CH:27]=[CH:26][C:25]([O:28][CH3:29])=[CH:24][C:23]=3[O:30][CH3:31])[C:16]3[S:17][CH:18]=[CH:19][N:20]=3)(=[O:14])=[O:13])=[CH:9][CH:10]=2)[CH:5]=[CH:4][N:3]=1.[CH3:32][N:33]([CH:35]=O)[CH3:34].[CH3:37][N:38]1C=CC=C1[Sn](CCCC)(CCCC)CCCC, predict the reaction product. The product is: [CH3:31][O:30][C:23]1[CH:24]=[C:25]([O:28][CH3:29])[CH:26]=[CH:27][C:22]=1[CH2:21][N:15]([C:16]1[S:17][CH:18]=[CH:19][N:20]=1)[S:12]([C:8]1[CH:7]=[C:6]2[C:11](=[CH:10][CH:9]=1)[C:2]([C:32]1[N:33]([CH3:34])[CH:35]=[CH:37][N:38]=1)=[N:3][CH:4]=[CH:5]2)(=[O:13])=[O:14].